This data is from Experimentally validated miRNA-target interactions with 360,000+ pairs, plus equal number of negative samples. The task is: Binary Classification. Given a miRNA mature sequence and a target amino acid sequence, predict their likelihood of interaction. The miRNA is hsa-miR-20a-5p with sequence UAAAGUGCUUAUAGUGCAGGUAG. The protein sequence of the target gene is MELQKGKGAAAAAAASGAAGGGGGGAGAGAPGGGRLLLSTSLDAKDELEERLERCMSIVTSMTAGVSEREANDALNAYVCKGLPQHEEICLGLFTLILTEPAQAQKCYRDLALVSRDGMNIVLNKINQILMEKYLKLQDTCRTQLVWLVRELVKSGVLGADGVCMTFMKQIAGGGDVTAKNIWLAESVLDILTEQREWVLKSSILIAMAVYTYLRLIVDHHGTAQLQALRQKEVDFCISLLRERFMECLMIGRDLVRLLQNVARIPEFELLWKDIIHNPQALSPQFTGILQLLQSRTSRK.... Result: 1 (interaction).